From a dataset of Full USPTO retrosynthesis dataset with 1.9M reactions from patents (1976-2016). Predict the reactants needed to synthesize the given product. (1) The reactants are: [CH3:1][N:2]1[CH2:14][CH2:13][C:5]2[NH:6][C:7]3[CH:8]=[CH:9][CH:10]=[CH:11][C:12]=3[C:4]=2[CH2:3]1.[H-].[Na+].[O:17]1[CH2:19][CH:18]1[C:20]1[CH:25]=[CH:24][N:23]=[CH:22][CH:21]=1.[CH3:26]N(C=O)C. Given the product [CH3:1][N:2]1[CH2:14][CH2:13][C:5]2[N:6]([CH2:19][C:18]([C:20]3[CH:25]=[CH:24][N:23]=[CH:22][CH:21]=3)([OH:17])[CH3:26])[C:7]3[CH:8]=[CH:9][CH:10]=[CH:11][C:12]=3[C:4]=2[CH2:3]1, predict the reactants needed to synthesize it. (2) Given the product [N:1]1[CH:2]=[CH:3][C:4]([C:7]2[NH:16][C:10]3[N:11]=[CH:12][N:13]=[C:14]([NH2:15])[C:9]=3[CH:8]=2)=[CH:5][CH:6]=1, predict the reactants needed to synthesize it. The reactants are: [N:1]1[CH:6]=[CH:5][C:4]([C:7]2[N:16](COCC[Si](C)(C)C)[C:10]3[N:11]=[CH:12][N:13]=[C:14]([NH2:15])[C:9]=3[CH:8]=2)=[CH:3][CH:2]=1.Cl. (3) The reactants are: Br[C:2]1[CH:3]=[CH:4][C:5]2[NH:11][C:10](=[O:12])[CH2:9][CH2:8][CH2:7][C:6]=2[CH:13]=1.Cl[C:15]1[CH:20]=[CH:19][C:18]([S:21]([C:24]([F:27])([F:26])[F:25])(=[O:23])=[O:22])=[CH:17][CH:16]=1. Given the product [F:26][C:24]([F:25])([F:27])[S:21]([C:18]1[CH:19]=[CH:20][C:15]([C:2]2[CH:3]=[CH:4][C:5]3[NH:11][C:10](=[O:12])[CH2:9][CH2:8][CH2:7][C:6]=3[CH:13]=2)=[CH:16][CH:17]=1)(=[O:22])=[O:23], predict the reactants needed to synthesize it.